This data is from Reaction yield outcomes from USPTO patents with 853,638 reactions. The task is: Predict the reaction yield, written as a fraction of the theoretical maximum amount of product (1.0 means a 100% yield; for example, 0.34 means a 34% yield). The product is [NH2:16][C:14]1[CH:13]=[CH:12][C:10]2[N:11]=[C:7]([N:6]([C:19]3[CH:24]=[CH:23][C:22]([O:25][CH3:26])=[C:21]([O:27][CH3:28])[CH:20]=3)[C:4](=[O:5])[C:3]3[CH:29]=[CH:30][C:31]([Cl:33])=[CH:32][C:2]=3[Cl:1])[S:8][C:9]=2[CH:15]=1. The catalyst is CN(C=O)C.Cl. The yield is 0.290. The reactants are [Cl:1][C:2]1[CH:32]=[C:31]([Cl:33])[CH:30]=[CH:29][C:3]=1[C:4]([N:6]([C:19]1[CH:24]=[CH:23][C:22]([O:25][CH3:26])=[C:21]([O:27][CH3:28])[CH:20]=1)[C:7]1[S:8][C:9]2[CH:15]=[C:14]([N+:16]([O-])=O)[CH:13]=[CH:12][C:10]=2[N:11]=1)=[O:5].O.O.[Sn](Cl)Cl.C([O-])(O)=O.[Na+].